This data is from Reaction yield outcomes from USPTO patents with 853,638 reactions. The task is: Predict the reaction yield, written as a fraction of the theoretical maximum amount of product (1.0 means a 100% yield; for example, 0.34 means a 34% yield). (1) The reactants are [Cl:1][C:2]1[C:7]([CH3:8])=[C:6]([N+:9]([O-])=O)[C:5]([C:12]2[CH:17]=[CH:16][CH:15]=[C:14]([F:18])[CH:13]=2)=[C:4]([C:19](=[O:21])[CH3:20])[CH:3]=1.[H][H]. The catalyst is CO.[Pt]. The product is [NH2:9][C:6]1[C:5]([C:12]2[CH:17]=[CH:16][CH:15]=[C:14]([F:18])[CH:13]=2)=[C:4]([C:19](=[O:21])[CH3:20])[CH:3]=[C:2]([Cl:1])[C:7]=1[CH3:8]. The yield is 1.00. (2) The reactants are C[O-].[Na+].[F:4][CH:5]([F:8])[C:6]#[N:7].Cl.[CH3:10][O:11][C:12](=[O:17])[CH:13]([CH2:15][OH:16])N. The catalyst is CO. The product is [F:4][CH:5]([F:8])[C:6]1[O:16][CH2:15][CH:13]([C:12]([O:11][CH3:10])=[O:17])[N:7]=1. The yield is 0.890. (3) The reactants are [CH3:1][C:2]1([CH3:32])[C:11]2[CH:10]=[C:9]([CH:12]([OH:24])[C:13]#[C:14][C:15]3[CH:23]=[CH:22][C:18]([C:19]([OH:21])=[O:20])=[CH:17][CH:16]=3)[CH:8]=[CH:7][C:6]=2[C:5]([C:25]2[CH:30]=[CH:29][C:28]([CH3:31])=[CH:27][CH:26]=2)=[CH:4][CH2:3]1. The catalyst is CCCCC.ClCCl.[O-2].[O-2].[Mn+4]. The product is [CH3:1][C:2]1([CH3:32])[C:11]2[CH:10]=[C:9]([C:12](=[O:24])[C:13]#[C:14][C:15]3[CH:23]=[CH:22][C:18]([C:19]([OH:21])=[O:20])=[CH:17][CH:16]=3)[CH:8]=[CH:7][C:6]=2[C:5]([C:25]2[CH:26]=[CH:27][C:28]([CH3:31])=[CH:29][CH:30]=2)=[CH:4][CH2:3]1. The yield is 0.200. (4) The reactants are [CH2:1]([C@H:8]([NH:34]C(=O)OC(C)(C)C)[C@@H:9]([OH:33])[CH2:10][C@@H:11]([NH:25]C(OC(C)(C)C)=O)[CH2:12][C:13]1[CH:18]=[CH:17][C:16]([C:19]2[CH:24]=[CH:23][CH:22]=[CH:21][N:20]=2)=[CH:15][CH:14]=1)[C:2]1[CH:7]=[CH:6][CH:5]=[CH:4][CH:3]=1.FC(F)(F)C(O)=O. The catalyst is ClCCl. The product is [NH2:34][C@H:8]([C@@H:9]([OH:33])[CH2:10][C@@H:11]([NH2:25])[CH2:12][C:13]1[CH:14]=[CH:15][C:16]([C:19]2[CH:24]=[CH:23][CH:22]=[CH:21][N:20]=2)=[CH:17][CH:18]=1)[CH2:1][C:2]1[CH:7]=[CH:6][CH:5]=[CH:4][CH:3]=1. The yield is 0.980. (5) The reactants are Br[C:2]1[CH:7]=[CH:6][C:5]([O:8][CH:9]2[CH2:11][CH2:10]2)=[CH:4][CH:3]=1.C([O-])(=O)C.[K+].[CH3:17][C:18]1([CH3:34])[C:22]([CH3:24])([CH3:23])[O:21][B:20]([B:20]2[O:21][C:22]([CH3:24])([CH3:23])[C:18]([CH3:34])([CH3:17])[O:19]2)[O:19]1. The catalyst is CS(C)=O.O.C(OCC)C.C1C=CC(P(C2C=CC=CC=2)[C-]2C=CC=C2)=CC=1.C1C=CC(P(C2C=CC=CC=2)[C-]2C=CC=C2)=CC=1.Cl[Pd]Cl.[Fe+2]. The product is [CH:9]1([O:8][C:5]2[CH:6]=[CH:7][C:2]([B:20]3[O:21][C:22]([CH3:24])([CH3:23])[C:18]([CH3:34])([CH3:17])[O:19]3)=[CH:3][CH:4]=2)[CH2:11][CH2:10]1. The yield is 0.360.